From a dataset of Reaction yield outcomes from USPTO patents with 853,638 reactions. Predict the reaction yield, written as a fraction of the theoretical maximum amount of product (1.0 means a 100% yield; for example, 0.34 means a 34% yield). The reactants are [CH3:1][O:2][C:3](=[O:25])[CH2:4][C@@H:5]([NH:17]C(OC(C)(C)C)=O)[CH2:6][S:7][CH2:8][C:9]1[CH:14]=[CH:13][C:12]([O:15][CH3:16])=[CH:11][CH:10]=1.Cl.O1CCOCC1. The catalyst is ClCCl. The product is [CH3:1][O:2][C:3](=[O:25])[CH2:4][C@@H:5]([NH2:17])[CH2:6][S:7][CH2:8][C:9]1[CH:10]=[CH:11][C:12]([O:15][CH3:16])=[CH:13][CH:14]=1. The yield is 0.870.